From a dataset of Catalyst prediction with 721,799 reactions and 888 catalyst types from USPTO. Predict which catalyst facilitates the given reaction. (1) Reactant: Cl[C:2]([C@:4]12[CH2:39][CH2:38][C@@H:37]([C:40]([CH2:42][O:43][CH2:44][CH2:45][N:46]3[CH2:51][CH2:50][O:49][CH2:48][CH2:47]3)=[CH2:41])[C@@H:5]1[C@@H:6]1[C@@:19]([CH3:22])([CH2:20][CH2:21]2)[C@@:18]2([CH3:23])[C@@H:9]([C@:10]3([CH3:36])[C@@H:15]([CH2:16][CH2:17]2)[C:14]([CH3:25])([CH3:24])[C:13]([C:26]2[CH:35]=[CH:34][C:29]([C:30]([O:32][CH3:33])=[O:31])=[CH:28][CH:27]=2)=[CH:12][CH2:11]3)[CH2:8][CH2:7]1)=[O:3].C(OC(=O)CCNC([C@]12CC[C@@H](C(COC[CH2:102][N:103]3[CH2:108]CO[CH2:105][CH2:104]3)=C)[C@@H]1[C@@H]1[C@@](C)(CC2)[C@@]2(C)[C@@H]([C@]3(C)[C@@H](CC2)C(C)(C)C(C2C=CC(C(OC)=O)=CC=2)=CC3)CC1)=O)C.C[NH:111]N(CC)NC.C(N(C(C)C)CC)(C)C. Product: [CH3:108][N:103]([CH3:102])[CH2:104][CH2:105][NH:111][C:2]([C@:4]12[CH2:39][CH2:38][C@@H:37]([C:40]([CH2:42][O:43][CH2:44][CH2:45][N:46]3[CH2:51][CH2:50][O:49][CH2:48][CH2:47]3)=[CH2:41])[C@@H:5]1[C@@H:6]1[C@@:19]([CH3:22])([CH2:20][CH2:21]2)[C@@:18]2([CH3:23])[C@@H:9]([C@:10]3([CH3:36])[C@@H:15]([CH2:16][CH2:17]2)[C:14]([CH3:25])([CH3:24])[C:13]([C:26]2[CH:35]=[CH:34][C:29]([C:30]([O:32][CH3:33])=[O:31])=[CH:28][CH:27]=2)=[CH:12][CH2:11]3)[CH2:8][CH2:7]1)=[O:3]. The catalyst class is: 26. (2) Reactant: [H-].[Al+3].[Li+].[H-].[H-].[H-].C[O:8][C:9](=O)[C@@H:10]([NH2:21])[CH2:11][C@@H:12]([C:15]1[CH:20]=[CH:19][CH:18]=[CH:17][CH:16]=1)[CH2:13][CH3:14]. Product: [NH2:21][C@@H:10]([CH2:11][C@@H:12]([C:15]1[CH:16]=[CH:17][CH:18]=[CH:19][CH:20]=1)[CH2:13][CH3:14])[CH2:9][OH:8]. The catalyst class is: 7.